Predict which catalyst facilitates the given reaction. From a dataset of Catalyst prediction with 721,799 reactions and 888 catalyst types from USPTO. (1) Reactant: [CH3:1][NH:2][CH2:3][CH2:4][OH:5].[C:6]([NH:9][C:10]1[S:11][C:12]([S:16](Cl)(=[O:18])=[O:17])=[C:13]([CH3:15])[N:14]=1)(=[O:8])[CH3:7].C(N(CC)CC)C. Product: [OH:5][CH2:4][CH2:3][N:2]([CH3:1])[S:16]([C:12]1[S:11][C:10]([NH:9][C:6](=[O:8])[CH3:7])=[N:14][C:13]=1[CH3:15])(=[O:17])=[O:18]. The catalyst class is: 1. (2) Reactant: [Cl:1][C:2]1[C:3]([C:14]([O:16][CH3:17])=[O:15])=[N:4][C:5]([Cl:13])=[C:6]([O:11][CH3:12])[C:7]=1[N+:8]([O-])=O.Cl[Sn]Cl.C(=O)(O)[O-].[Na+]. Product: [NH2:8][C:7]1[C:6]([O:11][CH3:12])=[C:5]([Cl:13])[N:4]=[C:3]([C:14]([O:16][CH3:17])=[O:15])[C:2]=1[Cl:1]. The catalyst class is: 13. (3) Reactant: [NH2:1][C:2]1[CH:3]=[CH:4][CH:5]=[C:6]2[C:11]=1[N:10]=[CH:9][CH:8]=[CH:7]2.C[Al](C)C.[N:16]1([NH:25][C:26](=O)[O:27]C2C=CC=CC=2)[C:24]2[C:19](=[CH:20][CH:21]=[CH:22][CH:23]=2)[CH:18]=[CH:17]1.NC(N)=O. Product: [N:16]1([NH:25][C:26]([NH:1][C:2]2[CH:3]=[CH:4][CH:5]=[C:6]3[C:11]=2[N:10]=[CH:9][CH:8]=[CH:7]3)=[O:27])[C:24]2[C:19](=[CH:20][CH:21]=[CH:22][CH:23]=2)[CH:18]=[CH:17]1. The catalyst class is: 93. (4) Reactant: [CH2:1]([O:5][CH2:6][CH2:7][O:8][C:9]1[CH:14]=[CH:13][C:12]([C:15]2[CH:16]=[CH:17][C:18]3[N:25]([CH:26]=[O:27])[CH2:24][CH2:23][CH2:22][C:21]([C:28]([O:30]C)=[O:29])=[CH:20][C:19]=3[CH:32]=2)=[CH:11][CH:10]=1)[CH2:2][CH2:3][CH3:4].O1CCCC1.[OH-].[Na+].Cl. Product: [CH2:1]([O:5][CH2:6][CH2:7][O:8][C:9]1[CH:14]=[CH:13][C:12]([C:15]2[CH:16]=[CH:17][C:18]3[N:25]([CH:26]=[O:27])[CH2:24][CH2:23][CH2:22][C:21]([C:28]([OH:30])=[O:29])=[CH:20][C:19]=3[CH:32]=2)=[CH:11][CH:10]=1)[CH2:2][CH2:3][CH3:4]. The catalyst class is: 72. (5) Reactant: [N:1]([C:4]1[CH:17]=[CH:16][C:7]([C:8]([C:10]2[CH:15]=[CH:14][CH:13]=[CH:12][CH:11]=2)=[O:9])=[CH:6][CH:5]=1)=[N+]=[N-].O. Product: [NH2:1][C:4]1[CH:5]=[CH:6][C:7]([C:8]([C:10]2[CH:15]=[CH:14][CH:13]=[CH:12][CH:11]=2)=[O:9])=[CH:16][CH:17]=1. The catalyst class is: 13. (6) Reactant: C([O:9][CH2:10][CH2:11][C:12]1[CH:25]=[CH:24][C:15]([CH2:16][C:17]2[CH:22]=[CH:21][CH:20]=[CH:19][C:18]=2[OH:23])=[CH:14][CH:13]=1)(=O)C1C=CC=CC=1.C(O[C@@H:30]1[O:47][C@H:46]([CH2:48][O:49]C(=O)C)[C@@H:41]([O:42]C(=O)C)[C@H:36]([O:37]C(=O)C)[C@H:31]1[O:32]C(=O)C)(=O)C.C(OCC)(=O)C. Product: [O:23]([C:18]1[CH:19]=[CH:20][CH:21]=[CH:22][C:17]=1[CH2:16][C:15]1[CH:14]=[CH:13][C:12]([CH2:11][CH2:10][OH:9])=[CH:25][CH:24]=1)[C@@H:30]1[O:47][C@H:46]([CH2:48][OH:49])[C@@H:41]([OH:42])[C@H:36]([OH:37])[C@H:31]1[OH:32]. The catalyst class is: 451. (7) Reactant: C(O[C:6](=O)[N:7](C)[CH2:8][CH2:9][CH2:10][C:11]1[S:12][CH:13]=[C:14]([C:16](=[O:29])[N:17]([CH3:28])[C@H:18]2[C:27]3[C:22](=[CH:23][CH:24]=[CH:25][CH:26]=3)[CH2:21][CH2:20][CH2:19]2)[N:15]=1)(C)(C)C.[ClH:32]. Product: [ClH:32].[CH3:28][N:17]([C@H:18]1[C:27]2[C:22](=[CH:23][CH:24]=[CH:25][CH:26]=2)[CH2:21][CH2:20][CH2:19]1)[C:16]([C:14]1[N:15]=[C:11]([CH2:10][CH2:9][CH2:8][NH:7][CH3:6])[S:12][CH:13]=1)=[O:29]. The catalyst class is: 12. (8) Reactant: C([O:8][C@@:9]1([C:40]([F:43])([F:42])[F:41])[CH2:33][C@H:13]2[CH2:14][CH2:15][CH2:16][C:17]3[C:18](=[CH:19][C:20]4[CH:21]=[N:22][N:23]([C:26]5[CH:31]=[CH:30][C:29]([F:32])=[CH:28][CH:27]=5)[C:24]=4[CH:25]=3)[C@:12]2([CH2:34][NH:35][S:36]([CH3:39])(=[O:38])=[O:37])[CH2:11][CH2:10]1)C1C=CC=CC=1.B(Br)(Br)Br. Product: [F:32][C:29]1[CH:30]=[CH:31][C:26]([N:23]2[C:24]3[CH:25]=[C:17]4[CH2:16][CH2:15][CH2:14][C@@H:13]5[CH2:33][C@@:9]([OH:8])([C:40]([F:42])([F:41])[F:43])[CH2:10][CH2:11][C@@:12]5([CH2:34][NH:35][S:36]([CH3:39])(=[O:37])=[O:38])[C:18]4=[CH:19][C:20]=3[CH:21]=[N:22]2)=[CH:27][CH:28]=1. The catalyst class is: 2. (9) Reactant: [NH:1](C(OC(C)(C)C)=O)[C@H:2]([C:11]([OH:13])=[O:12])[CH2:3][CH2:4][CH2:5][CH2:6][NH:7][N:8]=[N+:9]=[N-:10].C(O)(C(F)(F)F)=O. Product: [NH2:1][C@H:2]([C:11]([OH:13])=[O:12])[CH2:3][CH2:4][CH2:5][CH2:6][NH:7][N:8]=[N+:9]=[N-:10]. The catalyst class is: 2. (10) Reactant: C1(P(C2C=CC=CC=2)C2C=CC=CC=2)C=CC=CC=1.N(/C(OCCOC)=O)=N\C(OCCOC)=O.[CH2:36]([O:38][C:39]1[CH:40]=[C:41]([CH:44]=[CH:45][C:46]=1[OH:47])[C:42]#[N:43])[CH3:37].[CH2:48]([NH:50][C:51]([C:53]1[CH:54]=[N:55][C:56]([N:59]2[CH2:64][CH2:63][CH2:62][C@H:61](O)[CH2:60]2)=[N:57][CH:58]=1)=[O:52])[CH3:49]. Product: [C:42]([C:41]1[CH:44]=[CH:45][C:46]([O:47][C@@H:61]2[CH2:62][CH2:63][CH2:64][N:59]([C:56]3[N:57]=[CH:58][C:53]([C:51]([NH:50][CH2:48][CH3:49])=[O:52])=[CH:54][N:55]=3)[CH2:60]2)=[C:39]([O:38][CH2:36][CH3:37])[CH:40]=1)#[N:43]. The catalyst class is: 116.